From a dataset of NCI-60 drug combinations with 297,098 pairs across 59 cell lines. Regression. Given two drug SMILES strings and cell line genomic features, predict the synergy score measuring deviation from expected non-interaction effect. (1) Drug 1: COC1=CC(=CC(=C1O)OC)C2C3C(COC3=O)C(C4=CC5=C(C=C24)OCO5)OC6C(C(C7C(O6)COC(O7)C8=CC=CS8)O)O. Drug 2: CCN(CC)CCNC(=O)C1=C(NC(=C1C)C=C2C3=C(C=CC(=C3)F)NC2=O)C. Cell line: PC-3. Synergy scores: CSS=19.2, Synergy_ZIP=-1.21, Synergy_Bliss=1.42, Synergy_Loewe=-4.24, Synergy_HSA=1.28. (2) Drug 1: C1CC(C1)(C(=O)O)C(=O)O.[NH2-].[NH2-].[Pt+2]. Drug 2: CNC(=O)C1=NC=CC(=C1)OC2=CC=C(C=C2)NC(=O)NC3=CC(=C(C=C3)Cl)C(F)(F)F. Cell line: HCT116. Synergy scores: CSS=25.4, Synergy_ZIP=-4.68, Synergy_Bliss=-7.91, Synergy_Loewe=-33.9, Synergy_HSA=-8.08.